From a dataset of Peptide-MHC class I binding affinity with 185,985 pairs from IEDB/IMGT. Regression. Given a peptide amino acid sequence and an MHC pseudo amino acid sequence, predict their binding affinity value. This is MHC class I binding data. The peptide sequence is KSYCQPLPE. The MHC is HLA-B08:02 with pseudo-sequence HLA-B08:02. The binding affinity (normalized) is 0.0847.